Task: Predict the reactants needed to synthesize the given product.. Dataset: Full USPTO retrosynthesis dataset with 1.9M reactions from patents (1976-2016) (1) The reactants are: [Br:1][C:2]1[CH:3]=[C:4]2[C:8](=[CH:9][CH:10]=1)[CH:7](Cl)[CH2:6][CH2:5]2.[OH:12][C:13]1[CH:18]=[CH:17][C:16]([CH:19]([N:25]2[CH:29]=[CH:28][CH:27]=[N:26]2)[CH2:20][C:21]([O:23][CH3:24])=[O:22])=[CH:15][CH:14]=1. Given the product [Br:1][C:2]1[CH:3]=[C:4]2[C:8](=[CH:9][CH:10]=1)[CH:7]([O:12][C:13]1[CH:18]=[CH:17][C:16]([CH:19]([N:25]3[CH:29]=[CH:28][CH:27]=[N:26]3)[CH2:20][C:21]([O:23][CH3:24])=[O:22])=[CH:15][CH:14]=1)[CH2:6][CH2:5]2, predict the reactants needed to synthesize it. (2) Given the product [CH2:1]([O:3][C:4](=[O:24])[CH2:5][CH:6]([C:13]1[CH:21]=[C:20]2[C:16]([CH:17]=[CH:18][NH:19]2)=[CH:15][C:14]=1[O:22][CH3:23])[C:7]1[CH:12]=[CH:11][CH:10]=[CH:9][CH:8]=1)[CH3:2], predict the reactants needed to synthesize it. The reactants are: [CH2:1]([O:3][C:4](=[O:24])[CH:5]=[C:6]([C:13]1[CH:21]=[C:20]2[C:16]([CH:17]=[CH:18][NH:19]2)=[CH:15][C:14]=1[O:22][CH3:23])[C:7]1[CH:12]=[CH:11][CH:10]=[CH:9][CH:8]=1)[CH3:2].C(OC(=O)CC(C1C=CC=C2C=1C(C#N)=CN2)C1C=CC=CC=1)C. (3) The reactants are: C(OC([NH:8][CH2:9][CH2:10][CH2:11][NH:12][C:13]([CH2:15][O:16][C:17]1[CH:18]=[C:19]([CH:40]=[CH:41][CH:42]=1)[CH2:20][NH:21][C:22]1[N:26]([C@@H:27]2[O:33][C@H:32]([CH2:34][OH:35])[C@@H:30]([OH:31])[C@H:28]2[OH:29])[C:25]2[CH:36]=[CH:37][CH:38]=[CH:39][C:24]=2[N:23]=1)=[O:14])=O)(C)(C)C. Given the product [NH2:8][CH2:9][CH2:10][CH2:11][NH:12][C:13]([CH2:15][O:16][C:17]1[CH:18]=[C:19]([CH:40]=[CH:41][CH:42]=1)[CH2:20][NH:21][C:22]1[N:26]([C@@H:27]2[O:33][C@H:32]([CH2:34][OH:35])[C@@H:30]([OH:31])[C@H:28]2[OH:29])[C:25]2[CH:36]=[CH:37][CH:38]=[CH:39][C:24]=2[N:23]=1)=[O:14], predict the reactants needed to synthesize it.